From a dataset of Full USPTO retrosynthesis dataset with 1.9M reactions from patents (1976-2016). Predict the reactants needed to synthesize the given product. (1) Given the product [Si:1]([O:9][CH:10]1[C:15]([CH3:17])([CH3:16])[CH2:14][CH2:13][C:12](=[O:18])[CH2:11]1)([C:4]([CH3:7])([CH3:6])[CH3:5])([CH3:3])[CH3:2], predict the reactants needed to synthesize it. The reactants are: [Si:1](Cl)([C:4]([CH3:7])([CH3:6])[CH3:5])([CH3:3])[CH3:2].[OH:9][CH:10]1[C:15]([CH3:17])([CH3:16])[CH2:14][CH2:13][C:12](=[O:18])[CH2:11]1.N1C=CN=C1. (2) Given the product [CH2:24]([N:26]1[CH2:31][CH2:30][N:29]([CH:18]([C:17]2[CH:20]=[CH:21][C:14]([C:13]([F:23])([F:22])[F:12])=[CH:15][CH:16]=2)[C:8]2[C:9]([OH:11])=[C:10]3[C:5]([CH:4]=[CH:3][CH:2]=[N:1]3)=[CH:6][CH:7]=2)[CH2:28][CH2:27]1)[CH3:25], predict the reactants needed to synthesize it. The reactants are: [N:1]1[C:10]2[C:5](=[CH:6][CH:7]=[CH:8][C:9]=2[OH:11])[CH:4]=[CH:3][CH:2]=1.[F:12][C:13]([F:23])([F:22])[C:14]1[CH:21]=[CH:20][C:17]([CH:18]=O)=[CH:16][CH:15]=1.[CH2:24]([N:26]1[CH2:31][CH2:30][NH:29][CH2:28][CH2:27]1)[CH3:25]. (3) The reactants are: [CH:1]1([CH:5]=O)[CH2:4][CH2:3][CH2:2]1.[O:7]1[CH2:11][CH2:10][O:9][C:8]21[CH2:20][CH2:19][C@@H:18]1[C@@:13]34[C:27]5[C:22](=[CH:23][CH:24]=[C:25]([C:29]#[N:30])[C:26]=5[O:28][C@@H:12]23)[CH2:21][C@H:17]1[NH:16][CH2:15][CH2:14]4.C(O[BH-](OC(=O)C)OC(=O)C)(=O)C.[Na+]. Given the product [CH:1]1([CH2:5][N:16]2[CH2:15][CH2:14][C@@:13]34[C:27]5[C:22]6[CH2:21][C@@H:17]2[C@@H:18]3[CH2:19][CH2:20][C:8]2([C@@H:12]4[O:28][C:26]=5[C:25]([C:29]#[N:30])=[CH:24][CH:23]=6)[O:7][CH2:11][CH2:10][O:9]2)[CH2:2][CH2:3][CH2:4]1, predict the reactants needed to synthesize it. (4) Given the product [BrH:9].[Br:9][CH2:10][C:11]([O:1][CH2:2][C:3]1[CH:8]=[CH:7][N:6]=[CH:5][CH:4]=1)=[O:12], predict the reactants needed to synthesize it. The reactants are: [OH:1][CH2:2][C:3]1[CH:8]=[CH:7][N:6]=[CH:5][CH:4]=1.[Br:9][CH2:10][C:11](Br)=[O:12]. (5) Given the product [C:16]([O:15][C:13]([N:3]1[C:2]([CH3:1])([C:20]([OH:22])=[O:21])[C:10]2[CH:9]=[N:8][C:7]([S:11][CH3:12])=[N:6][C:5]=2[CH2:4]1)=[O:14])([CH3:19])([CH3:18])[CH3:17], predict the reactants needed to synthesize it. The reactants are: [CH3:1][C:2]1([C:20]([O:22]C)=[O:21])[C:10]2[CH:9]=[N:8][C:7]([S:11][CH3:12])=[N:6][C:5]=2[CH2:4][N:3]1[C:13]([O:15][C:16]([CH3:19])([CH3:18])[CH3:17])=[O:14].O.[OH-].[Li+]. (6) The reactants are: C(O[BH-](OC(=O)C)OC(=O)C)(=O)C.[Na+].[C:15]([N:22]1[CH2:27][CH2:26][C:25](=O)[CH2:24][CH2:23]1)([O:17][C:18]([CH3:21])([CH3:20])[CH3:19])=[O:16].[CH2:29]([NH2:34])[CH2:30][CH:31]([CH3:33])[CH3:32].ClCCl. Given the product [C:18]([O:17][C:15]([N:22]1[CH2:27][CH2:26][CH:25]([NH:34][CH2:29][CH2:30][CH:31]([CH3:33])[CH3:32])[CH2:24][CH2:23]1)=[O:16])([CH3:21])([CH3:20])[CH3:19], predict the reactants needed to synthesize it. (7) Given the product [Br:11][C:12]1[CH:17]=[C:16]([O:10][CH2:3][C:4]2[CH:9]=[CH:8][CH:7]=[CH:6][CH:5]=2)[CH:15]=[C:14]([Br:19])[CH:13]=1, predict the reactants needed to synthesize it. The reactants are: [H-].[Na+].[CH2:3]([OH:10])[C:4]1[CH:9]=[CH:8][CH:7]=[CH:6][CH:5]=1.[Br:11][C:12]1[CH:17]=[C:16](F)[CH:15]=[C:14]([Br:19])[CH:13]=1. (8) Given the product [CH2:14]([O:16][C:17](=[O:20])[CH2:18][NH:19][CH2:5][C:4]1[CH:7]=[CH:8][CH:9]=[CH:10][C:3]=1[C:2]([F:12])([F:11])[F:1])[CH3:15], predict the reactants needed to synthesize it. The reactants are: [F:1][C:2]([F:12])([F:11])[C:3]1[CH:10]=[CH:9][CH:8]=[CH:7][C:4]=1[CH:5]=O.Cl.[CH2:14]([O:16][C:17](=[O:20])[CH2:18][NH2:19])[CH3:15].CCN(C(C)C)C(C)C.C(O[BH-](OC(=O)C)OC(=O)C)(=O)C.[Na+]. (9) Given the product [C:1]([C@@H:4]1[CH2:9][N:8]2[CH2:10][CH2:11][CH2:12][C@H:7]2[CH2:6][N:5]1[C:13]([O:15][C:16]([CH3:19])([CH3:18])[CH3:17])=[O:14])(=[S:29])[NH2:2], predict the reactants needed to synthesize it. The reactants are: [C:1]([C@@H:4]1[CH2:9][N:8]2[CH2:10][CH2:11][CH2:12][C@H:7]2[CH2:6][N:5]1[C:13]([O:15][C:16]([CH3:19])([CH3:18])[CH3:17])=[O:14])(=O)[NH2:2].COC1C=CC(P2(=S)SP(=S)(C3C=CC(OC)=CC=3)[S:29]2)=CC=1. (10) Given the product [CH:17]1[C:26]2[CH2:25][CH2:24][CH2:23][CH2:22][C:21]=2[CH:20]=[CH:19][C:18]=1[CH2:27][NH:28][C:13](=[O:14])[CH2:12][CH2:11][C:5]1[CH:6]=[CH:7][C:8]([O:9][CH3:10])=[C:3]([O:2][CH3:1])[CH:4]=1, predict the reactants needed to synthesize it. The reactants are: [CH3:1][O:2][C:3]1[CH:4]=[C:5]([CH2:11][CH2:12][C:13](Cl)=[O:14])[CH:6]=[CH:7][C:8]=1[O:9][CH3:10].Cl.[CH:17]1[C:26]2[CH2:25][CH2:24][CH2:23][CH2:22][C:21]=2[CH:20]=[CH:19][C:18]=1[CH2:27][NH2:28].C(N(CC)CC)C.O1CCCC1.